This data is from Full USPTO retrosynthesis dataset with 1.9M reactions from patents (1976-2016). The task is: Predict the reactants needed to synthesize the given product. (1) Given the product [CH3:1][O:2][C:3](=[O:13])[CH2:4][CH2:5][C:6]1[CH:7]=[N:8][CH:9]=[C:10]([C:19]2[CH:18]=[CH:17][CH:16]=[C:15]([Cl:14])[C:20]=2[Cl:21])[CH:11]=1, predict the reactants needed to synthesize it. The reactants are: [CH3:1][O:2][C:3](=[O:13])[CH2:4][CH2:5][C:6]1[CH:7]=[N:8][CH:9]=[C:10](Br)[CH:11]=1.[Cl:14][C:15]1[C:20]([Cl:21])=[CH:19][CH:18]=[CH:17][C:16]=1B(O)O.C(Cl)Cl.C([O-])([O-])=O.[Na+].[Na+]. (2) Given the product [F:1][C:2]([F:7])([F:6])[C:3]([OH:5])=[O:4].[NH2:8][C@H:9]1[CH2:10][O:21][C:48]2[CH:53]=[C:52]([C:54]([F:57])([F:56])[F:55])[CH:51]=[CH:50][C:49]=2[NH:58][C:15]1=[O:14], predict the reactants needed to synthesize it. The reactants are: [F:1][C:2]([F:7])([F:6])[C:3]([OH:5])=[O:4].[NH2:8][C@H:9]1[CH2:15][O:14]C2C=C(C)C=CC=2N[C:10]1=[O:21].CCN=C=NCCCN(C)C.C(OC(N[C@@H](CO)C(O)=O)=O)(C)(C)C.F[C:48]1[CH:53]=[C:52]([C:54]([F:57])([F:56])[F:55])[CH:51]=[CH:50][C:49]=1[N+:58]([O-])=O. (3) Given the product [C:1]([C:5]1[CH:6]=[C:7]([CH:8]=[C:9]([O:11][CH3:12])[CH:10]=1)[C:47]#[N:49])([CH3:4])([CH3:3])[CH3:2], predict the reactants needed to synthesize it. The reactants are: [C:1]([C:5]1[CH:6]=[C:7](OS(C(F)(F)F)(=O)=O)[CH:8]=[C:9]([O:11][CH3:12])[CH:10]=1)([CH3:4])([CH3:3])[CH3:2].C1C=CC(P(C2C=CC=CC=2)C2C=CC=CC=2)=CC=1.CC(OC)(C)C.C[C:47]([N:49](C)C)=O. (4) Given the product [Br:1][C:2]1[CH:3]=[C:4]([N:11]2[CH:15]=[C:14]([C:16]([OH:18])=[O:17])[N:13]=[CH:12]2)[CH:5]=[C:6]([Br:10])[C:7]=1[OH:8], predict the reactants needed to synthesize it. The reactants are: [Br:1][C:2]1[CH:3]=[C:4]([N:11]2[CH:15]=[C:14]([C:16]([O:18]C)=[O:17])[N:13]=[CH:12]2)[CH:5]=[C:6]([Br:10])[C:7]=1[O:8]C.B(Br)(Br)Br.CO. (5) Given the product [NH:11]1[C:15]2[CH:16]=[CH:17][CH:18]=[CH:19][C:14]=2[N:13]=[C:12]1[CH2:20][N:21]([CH2:32][C:33]1[CH:40]=[CH:39][C:36]([CH2:37][N:2]2[CH2:3][CH2:4][C:5]3[C:10](=[CH:9][CH:8]=[CH:7][CH:6]=3)[CH2:1]2)=[CH:35][CH:34]=1)[CH:22]1[C:31]2[N:30]=[CH:29][CH:28]=[CH:27][C:26]=2[CH2:25][CH2:24][CH2:23]1, predict the reactants needed to synthesize it. The reactants are: [CH2:1]1[C:10]2[C:5](=[CH:6][CH:7]=[CH:8][CH:9]=2)[CH2:4][CH2:3][NH:2]1.[NH:11]1[C:15]2[CH:16]=[CH:17][CH:18]=[CH:19][C:14]=2[N:13]=[C:12]1[CH2:20][N:21]([CH2:32][C:33]1[CH:40]=[CH:39][C:36]([CH:37]=O)=[CH:35][CH:34]=1)[CH:22]1[C:31]2[N:30]=[CH:29][CH:28]=[CH:27][C:26]=2[CH2:25][CH2:24][CH2:23]1.CC(O)=O.[BH-](OC(C)=O)(OC(C)=O)OC(C)=O.[Na+].